From a dataset of Forward reaction prediction with 1.9M reactions from USPTO patents (1976-2016). Predict the product of the given reaction. (1) Given the reactants CC1N=CN=C2C=1N=CN2[C@@H]1O[C@@H](CO)[C@@H](O)[C@H]1[OH:13].[C:20]1([P:26]([C:33]2[CH:38]=[CH:37][CH:36]=[CH:35][CH:34]=2)[C:27]2[CH:32]=[CH:31][CH:30]=[CH:29][CH:28]=2)[CH:25]=[CH:24][CH:23]=[CH:22][CH:21]=1.N1C=CN=C1.II, predict the reaction product. The product is: [C:33]1([P:26](=[O:13])([C:20]2[CH:21]=[CH:22][CH:23]=[CH:24][CH:25]=2)[C:27]2[CH:32]=[CH:31][CH:30]=[CH:29][CH:28]=2)[CH:34]=[CH:35][CH:36]=[CH:37][CH:38]=1. (2) Given the reactants OO.[C:3]([O:6][C:7](=O)[CH3:8])(=O)C.[C:10]([C:12]1[CH:17]=[CH:16][C:15]([NH:18][C:19](=[O:23])C(C)=C)=[CH:14][C:13]=1[C:24]([F:27])([F:26])[F:25])#[N:11], predict the reaction product. The product is: [C:10]([C:12]1[CH:17]=[CH:16][C:15]([NH:18][C:19]([C:7]2([CH3:8])[CH2:3][O:6]2)=[O:23])=[CH:14][C:13]=1[C:24]([F:25])([F:26])[F:27])#[N:11]. (3) Given the reactants Br[C:2]1[CH:3]=[CH:4][C:5]([C@H:8]([OH:10])[CH3:9])=[N:6][CH:7]=1.[F:11][C:12]1[CH:13]=[C:14]([N:27]2[CH2:31][C@H:30]([CH2:32][N:33]3[CH:37]=[CH:36][N:35]=[N:34]3)[O:29][C:28]2=[O:38])[CH:15]=[CH:16][C:17]=1B1OC(C)(C)C(C)(C)O1.C(=O)([O-])[O-].[Na+].[Na+], predict the reaction product. The product is: [F:11][C:12]1[CH:13]=[C:14]([N:27]2[CH2:31][C@H:30]([CH2:32][N:33]3[CH:37]=[CH:36][N:35]=[N:34]3)[O:29][C:28]2=[O:38])[CH:15]=[CH:16][C:17]=1[C:2]1[CH:7]=[N:6][C:5]([C@H:8]([OH:10])[CH3:9])=[CH:4][CH:3]=1. (4) Given the reactants [CH3:1][C:2]1[CH:3]=[CH:4][C:5]([C:21]([NH:23][C:24]2[CH:25]=[C:26]([C:36]([F:39])([F:38])[F:37])[CH:27]=[C:28]([N:30]3[CH:34]=[N:33][C:32]([CH3:35])=[CH:31]3)[CH:29]=2)=[O:22])=[CH:6][C:7]=1[NH:8][C:9]1[N:10]=[CH:11][CH:12]=[C:13]([C:15]2[CH:16]=[CH:17][CH:18]=[N:19][CH:20]=2)[N:14]=1.[C:40]([OH:43])(=[O:42])[CH3:41], predict the reaction product. The product is: [CH3:1][C:2]1[CH:3]=[CH:4][C:5]([C:21]([NH:23][C:24]2[CH:25]=[C:26]([C:36]([F:38])([F:39])[F:37])[CH:27]=[C:28]([N:30]3[CH:34]=[N:33][C:32]([CH3:35])=[CH:31]3)[CH:29]=2)=[O:22])=[CH:6][C:7]=1[NH:8][C:9]1[N:10]=[CH:11][CH:12]=[C:13]([C:15]2[CH:16]=[CH:17][CH:18]=[N:19][CH:20]=2)[N:14]=1.[C:40]([O-:43])(=[O:42])[CH3:41]. (5) Given the reactants [CH2:1]([C@@H:5]1[NH:10][CH2:9][C@H:8]([CH2:11][CH:12]([CH3:14])[CH3:13])[NH:7][C:6]1=[O:15])[CH:2]([CH3:4])[CH3:3].[Cl:16][C:17]1[CH:22]=[CH:21][C:20]([CH2:23]Cl)=[CH:19][C:18]=1[Cl:25].FC1C=CC(CN2C[C@H](CC(C)C)NC(=O)[C@@H]2CC(C)C)=C(C(F)(F)F)C=1, predict the reaction product. The product is: [Cl:25][C:18]1[CH:19]=[C:20]([CH:21]=[CH:22][C:17]=1[Cl:16])[CH2:23][N:10]1[CH2:9][C@H:8]([CH2:11][CH:12]([CH3:14])[CH3:13])[NH:7][C:6](=[O:15])[C@@H:5]1[CH2:1][CH:2]([CH3:4])[CH3:3].